From a dataset of Full USPTO retrosynthesis dataset with 1.9M reactions from patents (1976-2016). Predict the reactants needed to synthesize the given product. (1) Given the product [CH2:1]=[CH:2][C:3]1[CH:8]=[CH:7][CH:6]=[CH:5][CH:4]=1.[CH2:9]=[CH:10][CH:11]=[CH2:12].[CH2:1]=[CH:2][C:3]1[CH:8]=[CH:7][CH:6]=[CH:5][CH:4]=1, predict the reactants needed to synthesize it. The reactants are: [CH2:1]=[CH:2][C:3]1[CH:8]=[CH:7][CH:6]=[CH:5][CH:4]=1.[CH2:9]([Li])[CH2:10][CH2:11][CH3:12].C=CC=C.Cl[SiH](Cl)[SiH3]. (2) The reactants are: [Br:1][C:2]1[CH:3]=[CH:4][C:5]([CH2:12]Br)=[C:6]([CH:11]=1)[C:7]([O:9]C)=O.Cl.[NH2:15][C@@H:16]1[CH2:21][CH2:20][CH2:19][CH2:18][C@H:17]1[OH:22].C(N(C(C)C)C(C)C)C.C(=O)(O)[O-].[Na+]. Given the product [Br:1][C:2]1[CH:11]=[C:6]2[C:5]([CH2:12][N:15]([C@@H:16]3[CH2:21][CH2:20][CH2:19][CH2:18][C@H:17]3[OH:22])[C:7]2=[O:9])=[CH:4][CH:3]=1, predict the reactants needed to synthesize it.